From a dataset of Experimentally validated miRNA-target interactions with 360,000+ pairs, plus equal number of negative samples. Binary Classification. Given a miRNA mature sequence and a target amino acid sequence, predict their likelihood of interaction. The miRNA is hsa-miR-4495 with sequence AAUGUAAACAGGCUUUUUGCU. The protein sequence of the target gene is MAADTPGKPSASPMAGAPASASRTPDKPRSAAEHRKSSKPVMEKRRRARINESLAQLKTLILDALRKESSRHSKLEKADILEMTVRHLRSLRRVQVTAALSADPAVLGKYRAGFHECLAEVNRFLAGCEGVPADVRSRLLGHLAACLRQLGPSRRPASLSPAAPAEAPAPEVYAGRPLLPSLGGPFPLLAPPLLPGLTRALPAAPRAGPQGPGGPWRPWLR. Result: 0 (no interaction).